This data is from Forward reaction prediction with 1.9M reactions from USPTO patents (1976-2016). The task is: Predict the product of the given reaction. (1) Given the reactants [Cl:1][C:2]1[N:3]=[C:4](Cl)[C:5]2[CH2:11][S:10][CH2:9][CH2:8][C:6]=2[N:7]=1.CCN(CC)CC.[CH3:20][C@H:21]1[CH2:26][O:25][CH2:24][CH2:23][NH:22]1, predict the reaction product. The product is: [Cl:1][C:2]1[N:3]=[C:4]([N:22]2[CH2:23][CH2:24][O:25][CH2:26][C@@H:21]2[CH3:20])[C:5]2[CH2:11][S:10][CH2:9][CH2:8][C:6]=2[N:7]=1. (2) Given the reactants [NH2:1][C:2]1[CH:11]=[CH:10][CH:9]=[C:8]2[C:3]=1[CH:4]=[CH:5][N:6]=[CH:7]2.[CH2:12]([N:19]=[C:20]=[O:21])[C:13]1[CH:18]=[CH:17][CH:16]=[CH:15][CH:14]=1, predict the reaction product. The product is: [CH2:12]([NH:19][C:20]([NH:1][C:2]1[CH:11]=[CH:10][CH:9]=[C:8]2[C:3]=1[CH:4]=[CH:5][N:6]=[CH:7]2)=[O:21])[C:13]1[CH:18]=[CH:17][CH:16]=[CH:15][CH:14]=1. (3) Given the reactants [Cl:1][C:2]1[CH:3]=[C:4]([C:9]2([C:23]([F:26])([F:25])[F:24])[CH2:13][C:12]([C:14]3[CH:21]=[CH:20][C:17]([CH:18]=O)=[C:16]([CH3:22])[CH:15]=3)=[N:11][CH2:10]2)[CH:5]=[C:6]([Cl:8])[CH:7]=1.[NH2:27][NH:28][C:29]([NH:31][CH2:32][C:33]([F:36])([F:35])[F:34])=[O:30].C(O)(=O)C.O, predict the reaction product. The product is: [Cl:8][C:6]1[CH:5]=[C:4]([C:9]2([C:23]([F:26])([F:25])[F:24])[CH2:13][C:12]([C:14]3[CH:21]=[CH:20][C:17](/[CH:18]=[N:27]/[NH:28][C:29]([NH:31][CH2:32][C:33]([F:36])([F:35])[F:34])=[O:30])=[C:16]([CH3:22])[CH:15]=3)=[N:11][CH2:10]2)[CH:3]=[C:2]([Cl:1])[CH:7]=1. (4) Given the reactants C[O:2][C:3](=[O:23])[C:4]1[CH:9]=[CH:8][C:7]([N:10]2[CH2:15][CH2:14][N:13]([CH3:16])[CH2:12][CH2:11]2)=[C:6]([N:17]([CH2:19][CH2:20][O:21][CH3:22])[CH3:18])[CH:5]=1.[OH-].[Na+].Cl, predict the reaction product. The product is: [CH3:22][O:21][CH2:20][CH2:19][N:17]([CH3:18])[C:6]1[CH:5]=[C:4]([CH:9]=[CH:8][C:7]=1[N:10]1[CH2:15][CH2:14][N:13]([CH3:16])[CH2:12][CH2:11]1)[C:3]([OH:23])=[O:2]. (5) Given the reactants C([O:3][C:4](=[O:31])[CH:5]([C:7]1[CH:12]=[CH:11][C:10]([O:13][CH2:14]/[CH:15]=[C:16](/[C:18]2[CH:30]=[CH:29][C:28]3[C:27]4[C:22](=[CH:23][CH:24]=[CH:25][CH:26]=4)[CH2:21][C:20]=3[CH:19]=2)\[CH3:17])=[CH:9][CH:8]=1)[CH3:6])C.CO, predict the reaction product. The product is: [CH:19]1[C:20]2[CH2:21][C:22]3[C:27](=[CH:26][CH:25]=[CH:24][CH:23]=3)[C:28]=2[CH:29]=[CH:30][C:18]=1/[C:16](/[CH3:17])=[CH:15]/[CH2:14][O:13][C:10]1[CH:9]=[CH:8][C:7]([CH:5]([CH3:6])[C:4]([OH:31])=[O:3])=[CH:12][CH:11]=1. (6) Given the reactants [CH2:1]([N:8]1[C:17]2[CH:16]=[CH:15][CH:14]=[CH:13][C:12]=2[C:11]2[O:18][C:19](=[O:23])[CH:20]=[C:21]([OH:22])[C:10]=2[C:9]1=[O:24])[C:2]1[CH:7]=[CH:6][CH:5]=[CH:4][CH:3]=1.[Br:25]N1C(=O)CCC1=O, predict the reaction product. The product is: [CH2:1]([N:8]1[C:17]2[CH:16]=[CH:15][CH:14]=[CH:13][C:12]=2[C:11]2[O:18][C:19](=[O:23])[C:20]([Br:25])=[C:21]([OH:22])[C:10]=2[C:9]1=[O:24])[C:2]1[CH:7]=[CH:6][CH:5]=[CH:4][CH:3]=1. (7) Given the reactants [Cl:1][CH2:2][CH2:3][O:4][CH2:5][C:6]1[NH:11][C:10](=[O:12])[NH:9][CH:8]([C:13]2[CH:18]=[CH:17][CH:16]=[C:15]([Cl:19])[CH:14]=2)[C:7]=1[C:20]([OH:22])=O.[C:23]1([CH2:29][CH2:30][CH2:31][NH2:32])[CH:28]=[CH:27][CH:26]=[CH:25][CH:24]=1.CCN=C=NCCCN(C)C.Cl, predict the reaction product. The product is: [C:23]1([CH2:29][CH2:30][CH2:31][NH:32][C:20]([C:7]2[CH:8]([C:13]3[CH:18]=[CH:17][CH:16]=[C:15]([Cl:19])[CH:14]=3)[NH:9][C:10](=[O:12])[NH:11][C:6]=2[CH2:5][O:4][CH2:3][CH2:2][Cl:1])=[O:22])[CH:28]=[CH:27][CH:26]=[CH:25][CH:24]=1.